From a dataset of Full USPTO retrosynthesis dataset with 1.9M reactions from patents (1976-2016). Predict the reactants needed to synthesize the given product. Given the product [C:14]([NH:1][C:2]1[CH:10]=[CH:9][CH:8]=[C:4]2[C:5]([O:13][C:11](=[O:12])[C:3]=12)=[O:7])(=[O:16])[CH3:15], predict the reactants needed to synthesize it. The reactants are: [NH2:1][C:2]1[CH:10]=[CH:9][CH:8]=[C:4]([C:5]([OH:7])=O)[C:3]=1[C:11]([OH:13])=[O:12].[C:14](OC(=O)C)(=[O:16])[CH3:15].